Dataset: Reaction yield outcomes from USPTO patents with 853,638 reactions. Task: Predict the reaction yield, written as a fraction of the theoretical maximum amount of product (1.0 means a 100% yield; for example, 0.34 means a 34% yield). (1) The reactants are [C:1]([C:9]1[O:13][N:12]=[C:11]([C:14]([O:16]CC)=[O:15])[CH:10]=1)(=[O:8])[C:2]1[CH:7]=[CH:6][CH:5]=[CH:4][CH:3]=1.[BH4-].[Na+]. The catalyst is CO. The product is [OH:8][CH:1]([C:2]1[CH:7]=[CH:6][CH:5]=[CH:4][CH:3]=1)[C:9]1[O:13][N:12]=[C:11]([C:14]([OH:16])=[O:15])[CH:10]=1. The yield is 0.530. (2) The reactants are CCN(CC)CC.[NH2:8][CH2:9][CH:10]1[CH2:15][CH2:14][N:13]([C:16]([O:18][C:19]([CH3:22])([CH3:21])[CH3:20])=[O:17])[CH2:12][CH2:11]1.[NH2:23][C:24]1[C:32]([Br:33])=[CH:31][C:27]([C:28](O)=[O:29])=[C:26]([O:34][CH3:35])[CH:25]=1.C1C=CC2N(O)N=NC=2C=1.CCN=C=NCCCN(C)C.Cl.Cl. The catalyst is O. The product is [NH2:23][C:24]1[C:32]([Br:33])=[CH:31][C:27]([C:28]([NH:8][CH2:9][CH:10]2[CH2:15][CH2:14][N:13]([C:16]([O:18][C:19]([CH3:22])([CH3:21])[CH3:20])=[O:17])[CH2:12][CH2:11]2)=[O:29])=[C:26]([O:34][CH3:35])[CH:25]=1. The yield is 0.740. (3) The reactants are [C:1]1([CH3:11])[CH:6]=[CH:5][C:4]([S:7](Cl)(=[O:9])=[O:8])=[CH:3][CH:2]=1.[CH:12]1([CH2:15][CH2:16][OH:17])[CH2:14][CH2:13]1. The catalyst is N1C=CC=CC=1.ClCCl.CCOCC. The product is [CH:12]1([CH2:15][CH2:16][O:17][S:7]([C:4]2[CH:5]=[CH:6][C:1]([CH3:11])=[CH:2][CH:3]=2)(=[O:9])=[O:8])[CH2:14][CH2:13]1. The yield is 0.890.